From a dataset of Retrosynthesis with 50K atom-mapped reactions and 10 reaction types from USPTO. Predict the reactants needed to synthesize the given product. (1) Given the product CCOC(=O)C1(c2ccc(-c3ccc(-c4onc(C)c4Nc4cncc(-c5cccc(Cl)c5)c4)cc3)cc2)CC1, predict the reactants needed to synthesize it. The reactants are: CCOC(=O)C1(c2ccc(-c3ccc(-c4onc(C)c4N)cc3)cc2)CC1.Clc1cccc(-c2cncc(Br)c2)c1. (2) Given the product CN(C)C(=O)c1ccc(Br)cc1, predict the reactants needed to synthesize it. The reactants are: CNC.O=C(Cl)c1ccc(Br)cc1.